This data is from Reaction yield outcomes from USPTO patents with 853,638 reactions. The task is: Predict the reaction yield, written as a fraction of the theoretical maximum amount of product (1.0 means a 100% yield; for example, 0.34 means a 34% yield). (1) The reactants are [OH:1][CH2:2][CH2:3][NH:4][C:5]([C:7]1[C:11]([NH:12][C:13]([C:15]2[CH:20]=[CH:19][CH:18]=[CH:17][N:16]=2)=[O:14])=[CH:10][N:9](C2CCCCO2)[N:8]=1)=[O:6].O.C1(C)C=CC(S(O)(=O)=O)=CC=1.C(=O)([O-])O.[Na+]. The product is [OH:1][CH2:2][CH2:3][NH:4][C:5]([C:7]1[C:11]([NH:12][C:13]([C:15]2[CH:20]=[CH:19][CH:18]=[CH:17][N:16]=2)=[O:14])=[CH:10][NH:9][N:8]=1)=[O:6]. The catalyst is C(O)C. The yield is 0.870. (2) The product is [Cl:13][C:14]1[CH:15]=[C:16](/[CH:17]=[CH:11]/[C:10](=[O:12])[CH2:9][C:5]2[CH:6]=[CH:7][CH:8]=[C:3]([O:2][CH3:1])[CH:4]=2)[CH:19]=[CH:20][C:21]=1[Cl:22]. The reactants are [CH3:1][O:2][C:3]1[CH:4]=[C:5]([CH2:9][C:10](=[O:12])[CH3:11])[CH:6]=[CH:7][CH:8]=1.[Cl:13][C:14]1[CH:15]=[C:16]([CH:19]=[CH:20][C:21]=1[Cl:22])[CH:17]=O. No catalyst specified. The yield is 0.360. (3) The reactants are Cl[C:2]1[N:7]=[C:6]([C:8]2[C:9]([C:17]3[CH:18]=[CH:19][C:20](F)=[C:21]([NH:23][C:24](=[O:31])[CH2:25][C:26]4[S:27][CH:28]=[CH:29][CH:30]=4)[CH:22]=3)=[N:10][N:11]3[CH:16]=[CH:15][CH:14]=[CH:13][C:12]=23)[CH:5]=[CH:4][N:3]=1.N1([CH2:38][C:39]2[CH:40]=[C:41]([CH:43]=[CH:44][CH:45]=2)[NH2:42])CCCC1. No catalyst specified. The product is [NH2:3][CH:4]1[CH2:38][C:39]2[CH:40]=[C:41]([NH:42][C:2]3[N:7]=[C:6]([C:8]4[C:9]([C:17]5[CH:22]=[C:21]([NH:23][C:24](=[O:31])[CH2:25][C:26]6[S:27][CH:28]=[CH:29][CH:30]=6)[CH:20]=[CH:19][CH:18]=5)=[N:10][N:11]5[CH:16]=[CH:15][CH:14]=[CH:13][C:12]=45)[CH:5]=[CH:4][N:3]=3)[CH:43]=[CH:44][C:45]=2[CH2:6][CH2:5]1. The yield is 0.260. (4) The reactants are [CH3:1][NH:2][CH2:3][CH2:4][CH2:5][CH2:6][CH2:7][CH2:8][CH2:9][CH2:10][NH:11][CH3:12].[C:13](O[C:13]([O:15][C:16]([CH3:19])([CH3:18])[CH3:17])=[O:14])([O:15][C:16]([CH3:19])([CH3:18])[CH3:17])=[O:14].O. The catalyst is C(Cl)Cl. The product is [CH3:12][N:11]([CH2:10][CH2:9][CH2:8][CH2:7][CH2:6][CH2:5][CH2:4][CH2:3][NH:2][CH3:1])[C:13](=[O:14])[O:15][C:16]([CH3:19])([CH3:18])[CH3:17]. The yield is 0.510. (5) The reactants are COP([CH2:7][C:8](=[O:16])[C:9]([F:15])([F:14])[CH2:10][CH2:11][CH2:12][CH3:13])(=O)OC.[OH-].[K+].[C:19]([O:22][C@@H:23]1[C@H:27]([CH2:28][CH2:29][CH2:30][CH2:31][CH2:32][CH2:33][C:34]([O:36][CH3:37])=[O:35])[C@@H:26]([CH:38]=O)[C@H:25]([O:40][CH:41]2[CH2:46][CH2:45][CH2:44][CH2:43][O:42]2)[CH2:24]1)(=[O:21])[CH3:20].O. The catalyst is COC(C)(C)C. The product is [C:19]([O:22][C@@H:23]1[C@H:27]([CH2:28][CH2:29][CH2:30][CH2:31][CH2:32][CH2:33][C:34]([O:36][CH3:37])=[O:35])[C@@H:26](/[CH:38]=[CH:7]/[C:8](=[O:16])[C:9]([F:14])([F:15])[CH2:10][CH2:11][CH2:12][CH3:13])[C@H:25]([O:40][CH:41]2[CH2:46][CH2:45][CH2:44][CH2:43][O:42]2)[CH2:24]1)(=[O:21])[CH3:20]. The yield is 0.806. (6) The reactants are [CH2:1]([O:8][C@H:9]1[C@H:15]([O:16][CH2:17][C:18]2[CH:23]=[CH:22][CH:21]=[CH:20][CH:19]=2)[C@@H:14]([O:24][CH2:25][C:26]2[CH:31]=[CH:30][CH:29]=[CH:28][CH:27]=2)[C@:13]2([C:33]3[CH:38]=[CH:37][C:36]([Cl:39])=[C:35]([CH2:40][C:41]4[CH:46]=[CH:45][C:44]([O:47][CH2:48][CH3:49])=[CH:43][CH:42]=4)[CH:34]=3)[O:32][C@@:10]1([CH:50]([OH:52])[CH3:51])[CH2:11][O:12]2)[C:2]1[CH:7]=[CH:6][CH:5]=[CH:4][CH:3]=1.[C:53](OCCl)(=[O:58])[C:54]([CH3:57])([CH3:56])[CH3:55].[H-].[Na+]. The catalyst is O1CCCC1. The product is [CH3:55][C:54]([CH3:57])([CH3:56])[C:53]([O:52][CH:50]([C@:10]12[O:32][C@:13]([C:33]3[CH:38]=[CH:37][C:36]([Cl:39])=[C:35]([CH2:40][C:41]4[CH:42]=[CH:43][C:44]([O:47][CH2:48][CH3:49])=[CH:45][CH:46]=4)[CH:34]=3)([O:12][CH2:11]1)[C@H:14]([O:24][CH2:25][C:26]1[CH:31]=[CH:30][CH:29]=[CH:28][CH:27]=1)[C@@H:15]([O:16][CH2:17][C:18]1[CH:19]=[CH:20][CH:21]=[CH:22][CH:23]=1)[C@@H:9]2[O:8][CH2:1][C:2]1[CH:7]=[CH:6][CH:5]=[CH:4][CH:3]=1)[CH3:51])=[O:58]. The yield is 0.278.